This data is from Reaction yield outcomes from USPTO patents with 853,638 reactions. The task is: Predict the reaction yield, written as a fraction of the theoretical maximum amount of product (1.0 means a 100% yield; for example, 0.34 means a 34% yield). (1) The reactants are [C:1]([O:5][C:6](=[O:38])[C@@H:7]([CH:35]([CH3:37])[CH3:36])[N:8]([CH2:30][CH2:31][CH:32]([CH3:34])[CH3:33])[S:9]([C:12]1[CH:21]=[CH:20][C:19]2[C:14](=[CH:15][CH:16]=[C:17](OS(C(F)(F)F)(=O)=O)[CH:18]=2)[CH:13]=1)(=[O:11])=[O:10])([CH3:4])([CH3:3])[CH3:2].[Cl-].[Li+].[CH3:41][Sn](C)(C)C. The catalyst is CN(C)C=O.C1(P([Pd](Cl)(Cl)P(C2C=CC=CC=2)(C2C=CC=CC=2)C2C=CC=CC=2)(C2C=CC=CC=2)C2C=CC=CC=2)C=CC=CC=1. The product is [C:1]([O:5][C:6](=[O:38])[C@@H:7]([CH:35]([CH3:36])[CH3:37])[N:8]([CH2:30][CH2:31][CH:32]([CH3:33])[CH3:34])[S:9]([C:12]1[CH:21]=[CH:20][C:19]2[C:14](=[CH:15][CH:16]=[C:17]([CH3:41])[CH:18]=2)[CH:13]=1)(=[O:10])=[O:11])([CH3:3])([CH3:4])[CH3:2]. The yield is 0.500. (2) The reactants are [Cl:1][C:2]1[CH:8]=[C:7]([O:9][CH3:10])[CH:6]=[CH:5][C:3]=1[NH2:4].[C:11](Cl)(Cl)=[S:12]. The catalyst is C(=O)([O-])O.[Na+].O1CCCC1. The product is [Cl:1][C:2]1[CH:8]=[C:7]([O:9][CH3:10])[CH:6]=[CH:5][C:3]=1[N:4]=[C:11]=[S:12]. The yield is 0.680.